Dataset: Full USPTO retrosynthesis dataset with 1.9M reactions from patents (1976-2016). Task: Predict the reactants needed to synthesize the given product. (1) The reactants are: [Br:1][CH:2]1[CH2:11][CH2:10][C:9]2[C:4](=[CH:5][C:6]([O:13][CH3:14])=[CH:7][C:8]=2[CH3:12])[C:3]1=[O:15].[BH4-].[Na+]. Given the product [Br:1][CH:2]1[CH2:11][CH2:10][C:9]2[C:4](=[CH:5][C:6]([O:13][CH3:14])=[CH:7][C:8]=2[CH3:12])[CH:3]1[OH:15], predict the reactants needed to synthesize it. (2) Given the product [CH:11]1([C:14]2[CH:15]=[C:16]([CH:19]=[C:20]([O:23][CH2:24][CH3:25])[C:21]=2[O:22][CH2:2][CH:3]2[CH2:5][CH2:4]2)[CH:17]=[O:18])[CH2:12][CH2:13]1, predict the reactants needed to synthesize it. The reactants are: Br[CH2:2][CH:3]1[CH2:5][CH2:4]1.CN(C=O)C.[CH:11]1([C:14]2[CH:15]=[C:16]([CH:19]=[C:20]([O:23][CH2:24][CH3:25])[C:21]=2[OH:22])[CH:17]=[O:18])[CH2:13][CH2:12]1.C(=O)([O-])[O-].[K+].[K+]. (3) Given the product [Cl:8][C:6]1[CH:7]=[C:2]([NH:1][C:33]([NH:32][C:25]2[C:24]([CH3:23])=[CH:29][C:28]([CH3:30])=[CH:27][C:26]=2[CH3:31])=[O:34])[C:3]([C:9]([NH:11][C@@H:12]([CH:17]2[CH2:22][CH2:21][CH2:20][CH2:19][CH2:18]2)[C:13]([O:15][CH3:16])=[O:14])=[O:10])=[N:4][CH:5]=1, predict the reactants needed to synthesize it. The reactants are: [NH2:1][C:2]1[C:3]([C:9]([NH:11][C@@H:12]([CH:17]2[CH2:22][CH2:21][CH2:20][CH2:19][CH2:18]2)[C:13]([O:15][CH3:16])=[O:14])=[O:10])=[N:4][CH:5]=[C:6]([Cl:8])[CH:7]=1.[CH3:23][C:24]1[CH:29]=[C:28]([CH3:30])[CH:27]=[C:26]([CH3:31])[C:25]=1[N:32]=[C:33]=[O:34].